The task is: Predict the reaction yield, written as a fraction of the theoretical maximum amount of product (1.0 means a 100% yield; for example, 0.34 means a 34% yield).. This data is from Reaction yield outcomes from USPTO patents with 853,638 reactions. The reactants are [NH2:1][C:2]1[CH:19]=[CH:18][C:5]([O:6][C:7]2[C:16]3[N:15]=[CH:14][C:13](=[O:17])[NH:12][C:11]=3[N:10]=[CH:9][CH:8]=2)=[CH:4][C:3]=1[F:20].[F:21][C:22]([F:34])([F:33])[C:23]1[CH:24]=[C:25]([N:30]=[C:31]=[O:32])[CH:26]=[CH:27][C:28]=1[Cl:29]. No catalyst specified. The product is [Cl:29][C:28]1[CH:27]=[CH:26][C:25]([NH:30][C:31]([NH:1][C:2]2[CH:19]=[CH:18][C:5]([O:6][C:7]3[C:16]4[N:15]=[CH:14][C:13](=[O:17])[NH:12][C:11]=4[N:10]=[CH:9][CH:8]=3)=[CH:4][C:3]=2[F:20])=[O:32])=[CH:24][C:23]=1[C:22]([F:21])([F:33])[F:34]. The yield is 0.880.